This data is from Peptide-MHC class II binding affinity with 134,281 pairs from IEDB. The task is: Regression. Given a peptide amino acid sequence and an MHC pseudo amino acid sequence, predict their binding affinity value. This is MHC class II binding data. (1) The peptide sequence is INAGFKAALAAAAGVPPADKY. The MHC is HLA-DQA10101-DQB10501 with pseudo-sequence HLA-DQA10101-DQB10501. The binding affinity (normalized) is 0.374. (2) The peptide sequence is KPVSQMRMATPLLLRPM. The MHC is H-2-IAd with pseudo-sequence H-2-IAd. The binding affinity (normalized) is 0.677. (3) The binding affinity (normalized) is 0.754. The peptide sequence is CEYIPLFSATARRAM. The MHC is DRB1_1101 with pseudo-sequence DRB1_1101. (4) The MHC is DRB1_0401 with pseudo-sequence DRB1_0401. The binding affinity (normalized) is 0.770. The peptide sequence is LHRVVLLESIAQFGD. (5) The peptide sequence is LDYLRRMTVFLQGLM. The MHC is HLA-DPA10201-DPB10101 with pseudo-sequence HLA-DPA10201-DPB10101. The binding affinity (normalized) is 0.548. (6) The peptide sequence is SRSFLKHSLLRTQRL. The MHC is DRB3_0202 with pseudo-sequence DRB3_0202. The binding affinity (normalized) is 0.376. (7) The peptide sequence is ATERFRWLLIDLLRE. The MHC is DRB1_1501 with pseudo-sequence DRB1_1501. The binding affinity (normalized) is 0.410.